Task: Predict the reaction yield, written as a fraction of the theoretical maximum amount of product (1.0 means a 100% yield; for example, 0.34 means a 34% yield).. Dataset: Reaction yield outcomes from USPTO patents with 853,638 reactions The reactants are [Br:1][C:2]1[CH:3]=[C:4]([C:11]([C:14]2[CH:15]=[C:16]([CH:21]=[CH:22][CH:23]=2)[C:17](OC)=[O:18])([CH3:13])[CH3:12])[CH:5]=[C:6]([N+:8]([O-:10])=[O:9])[CH:7]=1.[H-].[H-].[H-].[H-].[Li+].[Al+3].CC(C[AlH]CC(C)C)C. The catalyst is C1COCC1. The product is [Br:1][C:2]1[CH:3]=[C:4]([C:11]([C:14]2[CH:15]=[C:16]([CH2:17][OH:18])[CH:21]=[CH:22][CH:23]=2)([CH3:13])[CH3:12])[CH:5]=[C:6]([N+:8]([O-:10])=[O:9])[CH:7]=1. The yield is 0.560.